Dataset: NCI-60 drug combinations with 297,098 pairs across 59 cell lines. Task: Regression. Given two drug SMILES strings and cell line genomic features, predict the synergy score measuring deviation from expected non-interaction effect. Drug 1: CC1C(C(CC(O1)OC2CC(CC3=C2C(=C4C(=C3O)C(=O)C5=C(C4=O)C(=CC=C5)OC)O)(C(=O)CO)O)N)O.Cl. Drug 2: C1=CC(=C2C(=C1NCCNCCO)C(=O)C3=C(C=CC(=C3C2=O)O)O)NCCNCCO. Cell line: MALME-3M. Synergy scores: CSS=27.3, Synergy_ZIP=-5.16, Synergy_Bliss=-4.88, Synergy_Loewe=-4.57, Synergy_HSA=-1.43.